From a dataset of Full USPTO retrosynthesis dataset with 1.9M reactions from patents (1976-2016). Predict the reactants needed to synthesize the given product. (1) Given the product [NH2:1][C:2]1[N:3]([CH3:30])[C:4](=[O:29])[C:5]2([N:28]=1)[CH:18]1[CH:13]([CH2:14][CH:15]([O:19][Si:20]([C:23]([CH3:26])([CH3:25])[CH3:24])([CH3:22])[CH3:21])[CH2:16][CH2:17]1)[O:12][C:11]1[C:6]2=[CH:7][C:8]([C:37]2[C:32]([F:31])=[N:33][CH:34]=[CH:35][CH:36]=2)=[CH:9][CH:10]=1, predict the reactants needed to synthesize it. The reactants are: [NH2:1][C:2]1[N:3]([CH3:30])[C:4](=[O:29])[C:5]2([N:28]=1)[CH:18]1[CH:13]([CH2:14][CH:15]([O:19][Si:20]([C:23]([CH3:26])([CH3:25])[CH3:24])([CH3:22])[CH3:21])[CH2:16][CH2:17]1)[O:12][C:11]1[C:6]2=[CH:7][C:8](Br)=[CH:9][CH:10]=1.[F:31][C:32]1[C:37](B(O)O)=[CH:36][CH:35]=[CH:34][N:33]=1.C([O-])([O-])=O.[Na+].[Na+].O1CCOCC1. (2) Given the product [F:26][C:27]1[CH:34]=[CH:33][CH:32]=[C:31]([F:35])[C:28]=1[CH2:29][N:30]1[CH:4]=[CH:5][C:6](=[O:25])[C:7]([O:8][CH2:9][C@:10]([C:18]([O:20][C:21]([CH3:24])([CH3:23])[CH3:22])=[O:19])([NH2:17])[C:11]2[CH:16]=[CH:15][CH:14]=[CH:13][CH:12]=2)=[C:2]1[CH3:1], predict the reactants needed to synthesize it. The reactants are: [CH3:1][C:2]1O[CH:4]=[CH:5][C:6](=[O:25])[C:7]=1[O:8][CH2:9][C@:10]([C:18]([O:20][C:21]([CH3:24])([CH3:23])[CH3:22])=[O:19])([NH2:17])[C:11]1[CH:16]=[CH:15][CH:14]=[CH:13][CH:12]=1.[F:26][C:27]1[CH:34]=[CH:33][CH:32]=[C:31]([F:35])[C:28]=1[CH2:29][NH2:30]. (3) Given the product [Cl:1][C:2]1[N:7]=[C:6]([NH:8][C:9]2[CH:10]=[N:11][C:12]([O:15][CH3:16])=[CH:13][CH:14]=2)[C:5]([C:21]2[N:20]=[C:19]([CH3:18])[N:24]=[C:23]([S:25][CH3:26])[N:22]=2)=[CH:4][N:3]=1, predict the reactants needed to synthesize it. The reactants are: [Cl:1][C:2]1[N:7]=[C:6]([NH:8][C:9]2[CH:10]=[N:11][C:12]([O:15][CH3:16])=[CH:13][CH:14]=2)[C:5](I)=[CH:4][N:3]=1.[CH3:18][C:19]1[N:24]=[C:23]([S:25][CH3:26])[N:22]=[C:21]([Sn](CCCC)(CCCC)CCCC)[N:20]=1.[F-].[Cs+].O1CCOCC1.